Binary Classification. Given a miRNA mature sequence and a target amino acid sequence, predict their likelihood of interaction. From a dataset of Experimentally validated miRNA-target interactions with 360,000+ pairs, plus equal number of negative samples. (1) The miRNA is hsa-miR-548az-5p with sequence CAAAAGUGAUUGUGGUUUUUGC. The protein sequence of the target gene is MSSTPHDPFYSSPFGPFYRRHTPYMVQPEYRIYEMNKRLQSRTEDSDNLWWDAFATEFFEDDATLTLSFCLEDGPKRYTIGRTLIPRYFSTVFEGGVTDLYYILKHSKESYHNSSITVDCDQCAMVTQHGKPMFTKVCTEGRLILEFTFDDLMRIKTWHFTIRQYRELVPRSILAMHAQDPQVLDQLSKNITRMGLTNFTLNYLRLCVILEPMQELMSRHKTYNLSPRDCLKTCLFQKWQRMVAPPAEPTRQPTTKRRKRKNSTSSTSNSSAGNTTNSAGSKKKTPAASLSLATQVPDVM.... Result: 0 (no interaction). (2) The miRNA is hsa-miR-3161 with sequence CUGAUAAGAACAGAGGCCCAGAU. The protein sequence of the target gene is MDDDDFGGFEAAETFDGGSGETQTTSPAIPWAAFPAVSGVHLSPSSPEIVLDRDHSSSIGCLSSDAIISSPENTHAANSIVSQTIPKAQIQQSTHTHLDISLFPLGLTDEKSNGTIALVDDSEDPGANVSNIQLQQKISSLEIKLKVSEEEKQRIKQDVESLMEKHNVLEKGFLKEKEQEAISFQDRYKELQEKHKQELEDMRKAGHEALSIIVDEYKALLQSSVKQQVEAIEKQYISAIEKQAHKCEELLNAQHQRLLEMLDTEKELLKEKIKEALIQQSQEQKEILEKCLEEERQRNK.... Result: 0 (no interaction).